Dataset: Reaction yield outcomes from USPTO patents with 853,638 reactions. Task: Predict the reaction yield, written as a fraction of the theoretical maximum amount of product (1.0 means a 100% yield; for example, 0.34 means a 34% yield). (1) The catalyst is O1CCOCC1.O.C1C=CC([P]([Pd]([P](C2C=CC=CC=2)(C2C=CC=CC=2)C2C=CC=CC=2)([P](C2C=CC=CC=2)(C2C=CC=CC=2)C2C=CC=CC=2)[P](C2C=CC=CC=2)(C2C=CC=CC=2)C2C=CC=CC=2)(C2C=CC=CC=2)C2C=CC=CC=2)=CC=1. The yield is 0.180. The reactants are [NH2:1][C:2]1[C:3](=[O:10])[N:4]([CH3:9])[CH:5]=[C:6](Br)[N:7]=1.[CH3:11][S:12]([C:15]1[CH:16]=[C:17](B(O)O)[CH:18]=[CH:19][CH:20]=1)(=[O:14])=[O:13].C([O-])([O-])=O.[Cs+].[Cs+]. The product is [NH2:1][C:2]1[C:3](=[O:10])[N:4]([CH3:9])[CH:5]=[C:6]([C:19]2[CH:18]=[CH:17][CH:16]=[C:15]([S:12]([CH3:11])(=[O:14])=[O:13])[CH:20]=2)[N:7]=1. (2) The reactants are C1(P(C2C=CC=CC=2)C2C=CC=CC=2)C=CC=CC=1.[C:20]([C:23]1[CH:24]=[CH:25][C:26]([O:31][CH2:32][C:33]([CH2:35]I)=[CH2:34])=[C:27]([CH:30]=1)[CH:28]=O)(=[O:22])[CH3:21].C[O-].[Na+].O. The catalyst is C(#N)C.CO. The product is [CH2:34]=[C:33]1[CH:35]=[CH:28][C:27]2[CH:30]=[C:23]([C:20](=[O:22])[CH3:21])[CH:24]=[CH:25][C:26]=2[O:31][CH2:32]1. The yield is 0.580. (3) The reactants are [CH:1]1([CH2:7][CH2:8][CH2:9][C@@H:10]([C:19]2[O:23][N:22]=[C:21]([CH2:24][NH:25][CH3:26])[N:20]=2)[CH2:11][C:12]([O:14][C:15]([CH3:18])([CH3:17])[CH3:16])=[O:13])[CH2:6][CH2:5][CH2:4][CH2:3][CH2:2]1.[CH3:27][S:28](Cl)(=[O:30])=[O:29]. The catalyst is N1C=CC=CC=1. The product is [CH:1]1([CH2:7][CH2:8][CH2:9][C@@H:10]([C:19]2[O:23][N:22]=[C:21]([CH2:24][N:25]([CH3:26])[S:28]([CH3:27])(=[O:30])=[O:29])[N:20]=2)[CH2:11][C:12]([O:14][C:15]([CH3:18])([CH3:17])[CH3:16])=[O:13])[CH2:2][CH2:3][CH2:4][CH2:5][CH2:6]1. The yield is 0.750. (4) The reactants are [F:1][C:2]1[CH:18]=[C:17]([N+:19]([O-])=O)[CH:16]=[CH:15][C:3]=1[O:4][C:5]1[CH:10]=[CH:9][N:8]=[C:7]2[CH:11]=[C:12]([I:14])[S:13][C:6]=12.[NH4+].[Cl-]. The catalyst is [Fe].CCO.O. The product is [F:1][C:2]1[CH:18]=[C:17]([CH:16]=[CH:15][C:3]=1[O:4][C:5]1[CH:10]=[CH:9][N:8]=[C:7]2[CH:11]=[C:12]([I:14])[S:13][C:6]=12)[NH2:19]. The yield is 1.00. (5) The reactants are [CH3:1][O:2][C:3]1[CH:4]=[C:5](/[CH:21]=[C:22]2/[C:23](=O)[NH:24][C:25](=[O:27])[S:26]/2)[CH:6]=[CH:7][C:8]=1[O:9][CH2:10][C:11]1[C:20]2[C:15](=[CH:16][CH:17]=[CH:18][CH:19]=2)[CH:14]=[CH:13][CH:12]=1.COC1C=CC(P2(SP(C3C=CC(OC)=CC=3)(=S)S2)=[S:38])=CC=1. The catalyst is C1(C)C=CC=CC=1. The product is [CH3:1][O:2][C:3]1[CH:4]=[C:5](/[CH:21]=[C:22]2/[C:23](=[S:38])[NH:24][C:25](=[O:27])[S:26]/2)[CH:6]=[CH:7][C:8]=1[O:9][CH2:10][C:11]1[C:20]2[C:15](=[CH:16][CH:17]=[CH:18][CH:19]=2)[CH:14]=[CH:13][CH:12]=1. The yield is 1.09. (6) The reactants are [CH3:1][N:2]1[C:10]([CH2:11][CH2:12][CH2:13][C:14]([OH:16])=[O:15])=[N:9][C:8]2[CH:7]=[C:6]([N:17]([CH2:21][CH2:22][Cl:23])[CH2:18][CH2:19][Cl:20])[CH:5]=[CH:4][C:3]1=2.Cl.[CH3:25][CH2:26][CH2:27][CH2:28][CH:29](O)[CH2:30][CH2:31][CH2:32][CH2:33][CH3:34].C1(N=C=NC2CCCCC2)CCCCC1. The catalyst is CN(C1C=CN=CC=1)C.C(Cl)CCl. The product is [CH3:25][CH2:26][CH2:27][CH2:28][CH:29]([O:15][C:14](=[O:16])[CH2:13][CH2:12][CH2:11][C:10]1[N:2]([CH3:1])[C:3]2[CH:4]=[CH:5][C:6]([N:17]([CH2:18][CH2:19][Cl:20])[CH2:21][CH2:22][Cl:23])=[CH:7][C:8]=2[N:9]=1)[CH2:30][CH2:31][CH2:32][CH2:33][CH3:34]. The yield is 0.242. (7) The reactants are [NH2:1][CH2:2][C:3]1[CH:4]=[CH:5][C:6]([NH:25][C:26]([O:28][C:29]([CH3:32])([CH3:31])[CH3:30])=[O:27])=[C:7]([CH2:9][CH2:10][C:11]2[CH:12]=[C:13]([NH:17][C:18](=[O:24])[O:19][C:20]([CH3:23])([CH3:22])[CH3:21])[CH:14]=[N:15][CH:16]=2)[CH:8]=1.[Cl:33][C:34]1[N:39]=[C:38](Cl)[C:37]([Cl:41])=[CH:36][N:35]=1.C(=O)([O-])[O-].[K+].[K+]. The catalyst is CN(C)C=O. The product is [C:29]([O:28][C:26]([NH:25][C:6]1[CH:5]=[CH:4][C:3]([CH2:2][NH:1][C:36]2[C:37]([Cl:41])=[CH:38][N:39]=[C:34]([Cl:33])[N:35]=2)=[CH:8][C:7]=1[CH2:9][CH2:10][C:11]1[CH:12]=[C:13]([NH:17][C:18](=[O:24])[O:19][C:20]([CH3:23])([CH3:21])[CH3:22])[CH:14]=[N:15][CH:16]=1)=[O:27])([CH3:32])([CH3:31])[CH3:30]. The yield is 0.400. (8) The reactants are B(Br)(Br)Br.[Cl:5][C:6]1[CH:11]=[CH:10][C:9]([CH2:12][C:13]#[N:14])=[CH:8][C:7]=1[O:15]C.O. The catalyst is ClCCl. The product is [Cl:5][C:6]1[CH:11]=[CH:10][C:9]([CH2:12][C:13]#[N:14])=[CH:8][C:7]=1[OH:15]. The yield is 0.850. (9) The reactants are [CH3:1][O:2][C:3]1[CH:17]=[C:16]([O:18][CH3:19])[CH:15]=[CH:14][C:4]=1[CH2:5][NH:6][C:7](=[O:13])[O:8][C:9]([CH3:12])([CH3:11])[CH3:10].C([Li])CCC.Cl[CH2:26][O:27][CH3:28]. The catalyst is C1COCC1. The product is [CH3:1][O:2][C:3]1[CH:17]=[C:16]([O:18][CH3:19])[CH:15]=[CH:14][C:4]=1[CH2:5][N:6]([CH2:26][O:27][CH3:28])[C:7](=[O:13])[O:8][C:9]([CH3:12])([CH3:11])[CH3:10]. The yield is 1.04. (10) The reactants are Cl[CH2:2][C:3]1[CH:8]=[CH:7][N:6]=[C:5]2[S:9][C:10]([C:12]3[CH:17]=[CH:16][CH:15]=[C:14]([C:18]([F:21])([F:20])[F:19])[CH:13]=3)=[N:11][C:4]=12.[C:22]([O-:25])(=[O:24])[CH3:23].[Na+]. The product is [C:22]([O:25][CH2:2][C:3]1[CH:8]=[CH:7][N:6]=[C:5]2[S:9][C:10]([C:12]3[CH:17]=[CH:16][CH:15]=[C:14]([C:18]([F:21])([F:20])[F:19])[CH:13]=3)=[N:11][C:4]=12)(=[O:24])[CH3:23]. The yield is 0.700. The catalyst is CC(O)=O.